From a dataset of Forward reaction prediction with 1.9M reactions from USPTO patents (1976-2016). Predict the product of the given reaction. (1) Given the reactants [OH:1][CH2:2][CH2:3][CH:4]([C:6]1[CH:11]=[CH:10][C:9]([C:12]2[C:13]([C:18]([O:20][C:21]([CH3:24])([CH3:23])[CH3:22])=[O:19])=[CH:14][CH:15]=[CH:16][CH:17]=2)=[CH:8][CH:7]=1)[CH3:5].C[N+]1([O-])CCOCC1, predict the reaction product. The product is: [CH3:5][CH:4]([C:6]1[CH:11]=[CH:10][C:9]([C:12]2[C:13]([C:18]([O:20][C:21]([CH3:22])([CH3:24])[CH3:23])=[O:19])=[CH:14][CH:15]=[CH:16][CH:17]=2)=[CH:8][CH:7]=1)[CH2:3][CH:2]=[O:1]. (2) Given the reactants [N:1]([C:4]1[CH:9]=[CH:8][C:7]([S:10]([Cl:13])(=[O:12])=[O:11])=[CH:6][CH:5]=1)=[C:2]=[O:3].[N:14]1[CH:19]=[CH:18][CH:17]=[C:16]([CH2:20][NH2:21])[CH:15]=1, predict the reaction product. The product is: [N:14]1[CH:19]=[CH:18][CH:17]=[C:16]([CH2:20][NH:21][C:2](=[O:3])[NH:1][C:4]2[CH:5]=[CH:6][C:7]([S:10]([Cl:13])(=[O:12])=[O:11])=[CH:8][CH:9]=2)[CH:15]=1. (3) Given the reactants C(OC([NH:8][C:9]1[CH:10]=[C:11]([C:20]([O:22][CH2:23][CH3:24])=[O:21])[S:12][C:13]=1[C:14]#[C:15][Si](C)(C)C)=O)(C)(C)C.[N+](CCCC)(CCCC)(CCCC)CCCC.[F-], predict the reaction product. The product is: [S:12]1[C:13]2[CH:14]=[CH:15][NH:8][C:9]=2[CH:10]=[C:11]1[C:20]([O:22][CH2:23][CH3:24])=[O:21]. (4) Given the reactants [CH:1]1([C@H:4]([NH:7][C@H:8]([C:10]2[CH:15]=[CH:14][CH:13]=[CH:12][CH:11]=2)[CH3:9])[CH2:5][OH:6])[CH2:3][CH2:2]1.[H-].[Na+].[CH3:18]I, predict the reaction product. The product is: [CH:1]1([C@H:4]([NH:7][C@H:8]([C:10]2[CH:11]=[CH:12][CH:13]=[CH:14][CH:15]=2)[CH3:9])[CH2:5][O:6][CH3:18])[CH2:3][CH2:2]1.